From a dataset of Forward reaction prediction with 1.9M reactions from USPTO patents (1976-2016). Predict the product of the given reaction. (1) Given the reactants P(Cl)(Cl)(Cl)=O.[Cl:6][C:7]1[CH:8]=[C:9]([S:13]([NH:16][C:17]2[CH:18]=[CH:19][CH:20]=[C:21]3[C:25]=2[NH:24][CH:23]=[CH:22]3)(=[O:15])=[O:14])[CH:10]=[CH:11][CH:12]=1.[OH-].[Na+].Cl.CN(C)[CH:31]=[O:32], predict the reaction product. The product is: [Cl:6][C:7]1[CH:8]=[C:9]([S:13]([NH:16][C:17]2[CH:18]=[CH:19][CH:20]=[C:21]3[C:25]=2[NH:24][CH:23]=[C:22]3[CH:31]=[O:32])(=[O:14])=[O:15])[CH:10]=[CH:11][CH:12]=1. (2) Given the reactants [O:1]([C:8]1[CH:30]=[CH:29][C:11]([O:12][C:13]2[N:21]=[CH:20][C:19]([NH:22][CH:23]3[CH2:28][CH2:27][NH:26][CH2:25][CH2:24]3)=[CH:18][C:14]=2[C:15]([NH2:17])=[O:16])=[CH:10][CH:9]=1)[C:2]1[CH:7]=[CH:6][CH:5]=[CH:4][CH:3]=1.C(N(CC)CC)C.[C:38](Cl)(=[O:42])/[CH:39]=[CH:40]/[CH3:41], predict the reaction product. The product is: [C:38]([N:26]1[CH2:25][CH2:24][CH:23]([NH:22][C:19]2[CH:20]=[N:21][C:13]([O:12][C:11]3[CH:29]=[CH:30][C:8]([O:1][C:2]4[CH:3]=[CH:4][CH:5]=[CH:6][CH:7]=4)=[CH:9][CH:10]=3)=[C:14]([CH:18]=2)[C:15]([NH2:17])=[O:16])[CH2:28][CH2:27]1)(=[O:42])/[CH:39]=[CH:40]/[CH3:41]. (3) Given the reactants [CH2:1]([C:3]1[CH:19]=[CH:18][C:6]([CH2:7][NH:8][C:9]2[CH:17]=[CH:16][C:12]3[N:13]=[CH:14][NH:15][C:11]=3[CH:10]=2)=[CH:5][CH:4]=1)[CH3:2].[F:20][C:21]1[CH:22]=[C:23]([CH:26]=[C:27]([F:30])[C:28]=1[F:29])[CH2:24]Br.C([O-])([O-])=O.[K+].[K+], predict the reaction product. The product is: [F:20][C:21]1[CH:22]=[C:23]([CH:26]=[C:27]([F:30])[C:28]=1[F:29])[CH2:24][N:8]([CH2:7][C:6]1[CH:18]=[CH:19][C:3]([CH2:1][CH3:2])=[CH:4][CH:5]=1)[C:9]1[CH:17]=[CH:16][C:12]2[NH:13][CH:14]=[N:15][C:11]=2[CH:10]=1. (4) Given the reactants CO.[Br:3][C:4]1[C:9]([N:10]2[CH2:15][CH2:14][C:13](=O)[CH2:12][CH2:11]2)=[CH:8][CH:7]=[C:6]([O:17][CH3:18])[N:5]=1.C(=O)([O-])[O-].[K+].[K+].[Cl-].[OH:26][NH3+:27], predict the reaction product. The product is: [Br:3][C:4]1[C:9]([N:10]2[CH2:15][CH2:14][C:13](=[N:27][OH:26])[CH2:12][CH2:11]2)=[CH:8][CH:7]=[C:6]([O:17][CH3:18])[N:5]=1. (5) Given the reactants [CH3:1][N:2]1[C:6]2=[CH:7][CH:8]=[C:9]3[C:14]([N:13]=[C:12](SCC)[NH:11][C:10]3=[O:18])=[C:5]2[CH:4]=[CH:3]1.Cl.CC[OH:22], predict the reaction product. The product is: [CH3:1][N:2]1[C:6]2=[CH:7][CH:8]=[C:9]3[C:14]([NH:13][C:12](=[O:22])[NH:11][C:10]3=[O:18])=[C:5]2[CH:4]=[CH:3]1. (6) Given the reactants C[O:2][C:3](=[O:35])[CH2:4][CH2:5][C:6]1[CH:11]=[CH:10][C:9]([O:12][CH:13]([C:15]2[O:19][C:18]([C:20]3[CH:25]=[CH:24][C:23]([O:26][C:27]([F:30])([F:29])[F:28])=[CH:22][CH:21]=3)=[N:17][C:16]=2[CH:31]([CH3:33])[CH3:32])[CH3:14])=[CH:8][C:7]=1[CH3:34].[OH-].[Na+].Cl, predict the reaction product. The product is: [CH:31]([C:16]1[N:17]=[C:18]([C:20]2[CH:21]=[CH:22][C:23]([O:26][C:27]([F:29])([F:30])[F:28])=[CH:24][CH:25]=2)[O:19][C:15]=1[CH:13]([O:12][C:9]1[CH:10]=[CH:11][C:6]([CH2:5][CH2:4][C:3]([OH:35])=[O:2])=[C:7]([CH3:34])[CH:8]=1)[CH3:14])([CH3:32])[CH3:33].